Dataset: Full USPTO retrosynthesis dataset with 1.9M reactions from patents (1976-2016). Task: Predict the reactants needed to synthesize the given product. (1) Given the product [CH3:1][O:2][C:3](=[O:4])[C@H:5]([OH:7])[CH2:6][NH:8][C:9]1[CH:18]=[CH:17][C:12]2[C:13]([CH3:16])=[N:14][O:15][C:11]=2[CH:10]=1, predict the reactants needed to synthesize it. The reactants are: [CH3:1][O:2][C:3]([C@@H:5]1[O:7][CH2:6]1)=[O:4].[NH2:8][C:9]1[CH:18]=[CH:17][C:12]2[C:13]([CH3:16])=[N:14][O:15][C:11]=2[CH:10]=1.FC(F)(F)S([O-])(=O)=O.[Li+].O. (2) Given the product [O:2]1[CH2:6][CH2:5][CH:4]([CH2:7][NH:8][C:29]([C:26]2[CH:25]=[C:24]([CH2:23][O:22][CH2:21][CH:16]3[CH2:20][CH2:19][CH2:18][CH2:17]3)[O:28][N:27]=2)=[O:30])[CH2:3]1, predict the reactants needed to synthesize it. The reactants are: Cl.[O:2]1[CH2:6][CH2:5][CH:4]([CH2:7][NH2:8])[CH2:3]1.C(N(CC)CC)C.[CH:16]1([CH2:21][O:22][CH2:23][C:24]2[O:28][N:27]=[C:26]([C:29](O)=[O:30])[CH:25]=2)[CH2:20][CH2:19][CH2:18][CH2:17]1.ON1C2C=CC=CC=2N=N1.Cl.C(N=C=NCCCN(C)C)C.Cl.